From a dataset of Full USPTO retrosynthesis dataset with 1.9M reactions from patents (1976-2016). Predict the reactants needed to synthesize the given product. Given the product [Br:2][C:3]1[CH:8]=[C:7]([CH3:9])[C:6]([C:24]#[N:25])=[C:5]([O:11][CH3:12])[CH:4]=1, predict the reactants needed to synthesize it. The reactants are: Br.[Br:2][C:3]1[CH:8]=[C:7]([CH3:9])[C:6](N)=[C:5]([O:11][CH3:12])[CH:4]=1.N([O-])=O.[Na+].C(=O)([O-])[O-].[Na+].[Na+].[Cu][C:24]#[N:25].[C-]#N.[Na+].